Dataset: Forward reaction prediction with 1.9M reactions from USPTO patents (1976-2016). Task: Predict the product of the given reaction. (1) Given the reactants [N:1]1([C:8]2[CH:9]=[CH:10][C:11]3[N:12]([C:14]([C:17]([F:20])([F:19])[F:18])=[N:15][N:16]=3)[N:13]=2)[CH2:7][CH2:6][CH2:5][NH:4][CH2:3][CH2:2]1.[CH3:21][S:22]([C:25]1[CH:32]=[CH:31][C:28]([CH:29]=O)=[CH:27][CH:26]=1)(=[O:24])=[O:23], predict the reaction product. The product is: [CH3:21][S:22]([C:25]1[CH:32]=[CH:31][C:28]([CH2:29][N:4]2[CH2:5][CH2:6][CH2:7][N:1]([C:8]3[CH:9]=[CH:10][C:11]4[N:12]([C:14]([C:17]([F:18])([F:19])[F:20])=[N:15][N:16]=4)[N:13]=3)[CH2:2][CH2:3]2)=[CH:27][CH:26]=1)(=[O:23])=[O:24]. (2) Given the reactants C(=O)([O-])O.[Na+].Br[CH2:7][C:8](=O)[C:9]([O:11][CH2:12][CH3:13])=[O:10].[C:15]([NH2:25])(=[O:24])[CH:16]=[CH:17][C:18]1[CH:23]=[CH:22][CH:21]=[CH:20][CH:19]=1, predict the reaction product. The product is: [CH2:12]([O:11][C:9]([C:8]1[N:25]=[C:15](/[CH:16]=[CH:17]/[C:18]2[CH:23]=[CH:22][CH:21]=[CH:20][CH:19]=2)[O:24][CH:7]=1)=[O:10])[CH3:13]. (3) The product is: [Br:15][CH2:12][C:11]1[C:2]([F:1])=[CH:3][CH:4]=[C:5]2[C:10]=1[N:9]=[C:8]([O:13][CH3:14])[CH:7]=[CH:6]2. Given the reactants [F:1][C:2]1[C:11]([CH3:12])=[C:10]2[C:5]([CH:6]=[CH:7][C:8]([O:13][CH3:14])=[N:9]2)=[CH:4][CH:3]=1.[Br:15]N1C(=O)CCC1=O, predict the reaction product.